From a dataset of TCR-epitope binding with 47,182 pairs between 192 epitopes and 23,139 TCRs. Binary Classification. Given a T-cell receptor sequence (or CDR3 region) and an epitope sequence, predict whether binding occurs between them. The epitope is ELAGIGILTV. The TCR CDR3 sequence is CASSPHPGTGGYEQYF. Result: 1 (the TCR binds to the epitope).